This data is from Forward reaction prediction with 1.9M reactions from USPTO patents (1976-2016). The task is: Predict the product of the given reaction. Given the reactants [C:1]([OH:10])(=[O:9])[C@@H:2]([C@H:4]([C:6]([OH:8])=[O:7])[OH:5])[OH:3].[CH2:11]([O:18][C:19](=[O:36])[C:20]([CH3:35])([O:22][C:23]1[CH:28]=[CH:27][CH:26]=[C:25]([CH:29]2[CH2:34][CH2:33][CH2:32][NH:31][CH2:30]2)[CH:24]=1)[CH3:21])[C:12]1[CH:17]=[CH:16][CH:15]=[CH:14][CH:13]=1, predict the reaction product. The product is: [C:6]([C@@H:4]([C@H:2]([C:1]([OH:10])=[O:9])[OH:3])[OH:5])([OH:8])=[O:7].[CH2:11]([O:18][C:19](=[O:36])[C:20]([CH3:21])([O:22][C:23]1[CH:28]=[CH:27][CH:26]=[C:25]([CH:29]2[CH2:34][CH2:33][CH2:32][NH:31][CH2:30]2)[CH:24]=1)[CH3:35])[C:12]1[CH:17]=[CH:16][CH:15]=[CH:14][CH:13]=1.